From a dataset of Forward reaction prediction with 1.9M reactions from USPTO patents (1976-2016). Predict the product of the given reaction. (1) The product is: [C:1]([O:5][C:6](=[O:22])[NH:7][C:8]1[CH:13]=[C:12]([O:14][CH2:15][CH3:16])[C:11]([C:17]([F:20])([F:19])[F:18])=[CH:10][C:9]=1[NH:21][C:28](=[O:27])[CH2:29][C:30]([C:32]1[CH:37]=[CH:36][CH:35]=[C:34]([C:38]2[CH:39]=[N:40][C:41]([CH:45]3[CH2:46][CH2:47]3)=[CH:42][C:43]=2[CH3:44])[CH:33]=1)=[O:31])([CH3:2])([CH3:3])[CH3:4]. Given the reactants [C:1]([O:5][C:6](=[O:22])[NH:7][C:8]1[CH:13]=[C:12]([O:14][CH2:15][CH3:16])[C:11]([C:17]([F:20])([F:19])[F:18])=[CH:10][C:9]=1[NH2:21])([CH3:4])([CH3:3])[CH3:2].C([O:27][C:28](=O)[CH2:29][C:30]([C:32]1[CH:37]=[CH:36][CH:35]=[C:34]([C:38]2[CH:39]=[N:40][C:41]([CH:45]3[CH2:47][CH2:46]3)=[CH:42][C:43]=2[CH3:44])[CH:33]=1)=[O:31])(C)(C)C, predict the reaction product. (2) Given the reactants [NH2:1][C:2]1[CH:6]=[C:5]([C:7]2[CH:12]=[CH:11][CH:10]=[CH:9][C:8]=2[O:13][CH3:14])[S:4][C:3]=1[C:15]([NH2:17])=[O:16].C[Si]([N:22]=[C:23]=[O:24])(C)C, predict the reaction product. The product is: [NH2:22][C:23]([NH:1][C:2]1[CH:6]=[C:5]([C:7]2[CH:12]=[CH:11][CH:10]=[CH:9][C:8]=2[O:13][CH3:14])[S:4][C:3]=1[C:15]([NH2:17])=[O:16])=[O:24]. (3) Given the reactants [C:1]1([CH:7]([C:26]2[CH:31]=[CH:30][CH:29]=[CH:28][CH:27]=2)[N:8]2[CH2:11][CH:10]([N:12]3[CH2:17][CH2:16][N:15]([C:18](OC(C)(C)C)=O)[C@H:14]([CH3:25])[CH2:13]3)[CH2:9]2)[CH:6]=[CH:5][CH:4]=[CH:3][CH:2]=1.C1COCC1.[H-].[Al+3].[Li+].[H-].[H-].[H-].[OH-].[Na+], predict the reaction product. The product is: [C:26]1([CH:7]([C:1]2[CH:6]=[CH:5][CH:4]=[CH:3][CH:2]=2)[N:8]2[CH2:11][CH:10]([N:12]3[CH2:17][CH2:16][N:15]([CH3:18])[C@H:14]([CH3:25])[CH2:13]3)[CH2:9]2)[CH:27]=[CH:28][CH:29]=[CH:30][CH:31]=1. (4) Given the reactants [C:1]([O:5][C:6]([N:8]1[CH2:13][CH2:12][CH:11]([O:14][CH2:15][C:16]([OH:18])=O)[CH2:10][CH2:9]1)=[O:7])([CH3:4])([CH3:3])[CH3:2].CCN=C=NCCCN(C)C.C1C=CC2N(O)N=NC=2C=1.[Cl:40][C:41]1[CH:50]=[CH:49][C:44]([C:45]([NH:47]O)=[NH:46])=[CH:43][N:42]=1, predict the reaction product. The product is: [C:1]([O:5][C:6]([N:8]1[CH2:9][CH2:10][CH:11]([O:14][CH2:15][C:16]2[O:18][N:47]=[C:45]([C:44]3[CH:43]=[N:42][C:41]([Cl:40])=[CH:50][CH:49]=3)[N:46]=2)[CH2:12][CH2:13]1)=[O:7])([CH3:2])([CH3:3])[CH3:4]. (5) Given the reactants [C:1]1([NH:7][C:8]2[CH:9]=[C:10]([CH2:14][OH:15])[CH:11]=[CH:12][CH:13]=2)[CH:6]=[CH:5][CH:4]=[CH:3][CH:2]=1.O[N:17]1C(=O)C2=CC=CC=C2C1=O.C1(P(C2C=CC=CC=2)C2C=CC=CC=2)C=CC=CC=1.N(C(OCC)=O)=NC(OCC)=O.O.NN, predict the reaction product. The product is: [NH2:17][O:15][CH2:14][C:10]1[CH:9]=[C:8]([CH:13]=[CH:12][CH:11]=1)[NH:7][C:1]1[CH:6]=[CH:5][CH:4]=[CH:3][CH:2]=1.